Regression/Classification. Given a drug SMILES string, predict its absorption, distribution, metabolism, or excretion properties. Task type varies by dataset: regression for continuous measurements (e.g., permeability, clearance, half-life) or binary classification for categorical outcomes (e.g., BBB penetration, CYP inhibition). Dataset: cyp2c9_veith. From a dataset of CYP2C9 inhibition data for predicting drug metabolism from PubChem BioAssay. (1) The molecule is Cc1cnc(CNc2ccnc(-c3cccc(NS(C)(=O)=O)c3)n2)cn1. The result is 0 (non-inhibitor). (2) The molecule is O=C(c1cc(Cl)c(=O)n(Cc2ccc(Cl)cc2)c1)N1CCOCC1. The result is 0 (non-inhibitor). (3) The compound is O=C(O)C1CC2(C1)CC(C(=O)O)C2. The result is 0 (non-inhibitor). (4) The compound is O=S(=O)(Nc1nccs1)c1ccc([As](=O)(O)O)cc1. The result is 0 (non-inhibitor).